Dataset: Full USPTO retrosynthesis dataset with 1.9M reactions from patents (1976-2016). Task: Predict the reactants needed to synthesize the given product. (1) Given the product [NH:8]1[CH2:9][CH2:10][CH:11]([N:14]2[C:18]3[CH:19]=[CH:20][C:21]([C:23]#[N:24])=[CH:22][C:17]=3[N:16]=[CH:15]2)[CH2:12][CH2:13]1, predict the reactants needed to synthesize it. The reactants are: C(OC([N:8]1[CH2:13][CH2:12][CH:11]([N:14]2[C:18]3[CH:19]=[CH:20][C:21]([C:23]#[N:24])=[CH:22][C:17]=3[N:16]=[CH:15]2)[CH2:10][CH2:9]1)=O)(C)(C)C. (2) The reactants are: C(OC1C=CC(N2CCN(CCCC3CCCCC3)CC2)=CC=1Cl)C1C=CC=CC=1.C([O:38][C:39]1[CH:44]=[CH:43][C:42]([N:45]2[CH2:50][CH2:49][N:48]([CH2:51][CH2:52][CH2:53][C:54]3[CH:59]=[CH:58][CH:57]=[CH:56][CH:55]=3)[CH2:47][CH2:46]2)=[CH:41][C:40]=1[F:60])C1C=CC=CC=1. Given the product [F:60][C:40]1[CH:41]=[C:42]([N:45]2[CH2:46][CH2:47][N:48]([CH2:51][CH2:52][CH2:53][C:54]3[CH:55]=[CH:56][CH:57]=[CH:58][CH:59]=3)[CH2:49][CH2:50]2)[CH:43]=[CH:44][C:39]=1[OH:38], predict the reactants needed to synthesize it. (3) Given the product [C:7]1([CH3:25])[CH:12]=[CH:11][C:10]([C:13]2[O:14][C:15]3[C:16](=[C:18]([C:22]([NH2:26])=[O:23])[CH:19]=[CH:20][CH:21]=3)[N:17]=2)=[CH:9][CH:8]=1, predict the reactants needed to synthesize it. The reactants are: C(Cl)(=O)C(Cl)=O.[C:7]1([CH3:25])[CH:12]=[CH:11][C:10]([C:13]2[O:14][C:15]3[C:16](=[C:18]([C:22](O)=[O:23])[CH:19]=[CH:20][CH:21]=3)[N:17]=2)=[CH:9][CH:8]=1.[NH4+:26].[OH-]. (4) Given the product [C:28]([O:31][CH2:32][C:33]1[CH:34]=[C:35]([CH3:7])[C:36]([CH2:40][C:42]2[CH:47]=[CH:46][C:45]([O:48][CH:49]3[CH2:2][CH2:1]3)=[CH:44][CH:43]=2)=[C:37]([OH:39])[CH:38]=1)(=[O:30])[CH3:29], predict the reactants needed to synthesize it. The reactants are: [C:1](OC=C)(=O)[CH3:2].[CH3:7]CCC[Sn](Cl)(O[Sn](Cl)(CCCC)CCCC)CCCC.[C:28]([O:31][CH2:32][C:33]1[CH:38]=[C:37]([OH:39])[C:36]([C:40]([C:42]2[CH:47]=[CH:46][C:45]([O:48][CH3:49])=[CH:44][CH:43]=2)=O)=[C:35](Cl)[CH:34]=1)(=[O:30])[CH3:29]. (5) Given the product [CH:24]1([NH:28][C:2]2[N:10]=[C:9]([F:11])[N:8]=[C:7]3[C:3]=2[N:4]=[CH:5][N:6]3[CH:12]([CH3:14])[CH3:13])[CH2:27][CH2:26][CH2:25]1, predict the reactants needed to synthesize it. The reactants are: Cl[C:2]1[N:10]=[C:9]([F:11])[N:8]=[C:7]2[C:3]=1[N:4]=[CH:5][N:6]2[CH:12]([CH3:14])[CH3:13].C(N(C(C)C)CC)(C)C.[CH:24]1([NH2:28])[CH2:27][CH2:26][CH2:25]1. (6) Given the product [CH3:18][C:19]1[C:20]([C:10]2[CH:9]=[CH:8][C:5]([CH:6]=[O:7])=[CH:4][C:3]=2[O:2][CH3:1])=[CH:21][C:22]2[C:23]([CH3:32])([CH3:31])[CH2:24][CH2:25][C:26]([CH3:30])([CH3:29])[C:27]=2[CH:28]=1, predict the reactants needed to synthesize it. The reactants are: [CH3:1][O:2][C:3]1[CH:4]=[C:5]([CH:8]=[CH:9][C:10]=1S(C(F)(F)F)(=O)=O)[CH:6]=[O:7].[CH3:18][C:19]1[C:20](B(O)O)=[CH:21][C:22]2[C:23]([CH3:32])([CH3:31])[CH2:24][CH2:25][C:26]([CH3:30])([CH3:29])[C:27]=2[CH:28]=1.C(=O)([O-])[O-].[K+].[K+]. (7) Given the product [CH3:1][C:2]1([CH3:27])[CH2:11][C:10]2[C:5](=[CH:6][CH:7]=[C:8]([C:12]([OH:14])=[O:13])[CH:9]=2)[NH:4][CH:3]1[C:16]1[CH:21]=[CH:20][C:19]([S:22](=[O:26])(=[O:25])[NH:23][CH3:24])=[CH:18][CH:17]=1, predict the reactants needed to synthesize it. The reactants are: [CH3:1][C:2]1([CH3:27])[CH2:11][C:10]2[C:5](=[CH:6][CH:7]=[C:8]([C:12]([O:14]C)=[O:13])[CH:9]=2)[NH:4][CH:3]1[C:16]1[CH:21]=[CH:20][C:19]([S:22](=[O:26])(=[O:25])[NH:23][CH3:24])=[CH:18][CH:17]=1.[OH-].[Na+].